Dataset: NCI-60 drug combinations with 297,098 pairs across 59 cell lines. Task: Regression. Given two drug SMILES strings and cell line genomic features, predict the synergy score measuring deviation from expected non-interaction effect. (1) Drug 1: C1=NC2=C(N1)C(=S)N=CN2. Drug 2: C1CCC(C(C1)N)N.C(=O)(C(=O)[O-])[O-].[Pt+4]. Cell line: NCI-H522. Synergy scores: CSS=36.7, Synergy_ZIP=-7.67, Synergy_Bliss=-6.64, Synergy_Loewe=-6.08, Synergy_HSA=-3.73. (2) Synergy scores: CSS=-0.256, Synergy_ZIP=1.28, Synergy_Bliss=1.87, Synergy_Loewe=-1.04, Synergy_HSA=-0.972. Drug 1: C#CCC(CC1=CN=C2C(=N1)C(=NC(=N2)N)N)C3=CC=C(C=C3)C(=O)NC(CCC(=O)O)C(=O)O. Drug 2: C1C(C(OC1N2C=NC3=C2NC=NCC3O)CO)O. Cell line: OVCAR-5. (3) Drug 1: C1=NNC2=C1C(=O)NC=N2. Drug 2: CC12CCC3C(C1CCC2OP(=O)(O)O)CCC4=C3C=CC(=C4)OC(=O)N(CCCl)CCCl.[Na+]. Cell line: SF-268. Synergy scores: CSS=3.27, Synergy_ZIP=-1.69, Synergy_Bliss=-1.01, Synergy_Loewe=-2.14, Synergy_HSA=-2.08. (4) Drug 1: CC12CCC3C(C1CCC2O)C(CC4=C3C=CC(=C4)O)CCCCCCCCCS(=O)CCCC(C(F)(F)F)(F)F. Drug 2: C1C(C(OC1N2C=NC3=C2NC=NCC3O)CO)O. Cell line: MOLT-4. Synergy scores: CSS=5.38, Synergy_ZIP=5.00, Synergy_Bliss=-6.42, Synergy_Loewe=-1.76, Synergy_HSA=-1.93. (5) Drug 1: C1=CC(=C2C(=C1NCCNCCO)C(=O)C3=C(C=CC(=C3C2=O)O)O)NCCNCCO. Drug 2: C(CC(=O)O)C(=O)CN.Cl. Cell line: SF-268. Synergy scores: CSS=45.2, Synergy_ZIP=-3.69, Synergy_Bliss=-6.02, Synergy_Loewe=-16.0, Synergy_HSA=-1.06.